The task is: Predict the reaction yield, written as a fraction of the theoretical maximum amount of product (1.0 means a 100% yield; for example, 0.34 means a 34% yield).. This data is from Reaction yield outcomes from USPTO patents with 853,638 reactions. The reactants are Cl[C:2]1[N:7]=[N:6][C:5]([C:8]([NH2:10])=[O:9])=[C:4]([NH:11][C:12]2[CH:17]=[CH:16][C:15]([CH:18]([CH3:20])[CH3:19])=[C:14]([O:21][CH3:22])[N:13]=2)[CH:3]=1.[CH2:23]([NH2:26])[CH2:24][NH2:25].[NH4+].[OH-]. The product is [NH2:25][CH2:24][CH2:23][NH:26][C:2]1[N:7]=[N:6][C:5]([C:8]([NH2:10])=[O:9])=[C:4]([NH:11][C:12]2[CH:17]=[CH:16][C:15]([CH:18]([CH3:20])[CH3:19])=[C:14]([O:21][CH3:22])[N:13]=2)[CH:3]=1. The yield is 0.0400. The catalyst is CN1C(=O)CCC1.